Dataset: Reaction yield outcomes from USPTO patents with 853,638 reactions. Task: Predict the reaction yield, written as a fraction of the theoretical maximum amount of product (1.0 means a 100% yield; for example, 0.34 means a 34% yield). The catalyst is C1C=CC(P(C2C=CC=CC=2)[C-]2C=CC=C2)=CC=1.C1C=CC(P(C2C=CC=CC=2)[C-]2C=CC=C2)=CC=1.Cl[Pd]Cl.[Fe+2].O. The yield is 0.290. The reactants are C(#N)C.Cl[C:5]1[CH:10]=[CH:9][N:8]=[C:7]([N:11]2[C:23](=[O:24])[C:22]3[N:14]([C:15]4[C@@H:16]5[CH2:25][C@H:19]([C:20]=4[CH:21]=3)[CH2:18][CH2:17]5)[CH2:13][CH2:12]2)[C:6]=1[CH:26]=[O:27].[CH3:28][N:29]1[CH:34]=[C:33](B2OC(C)(C)C(C)(C)O2)[CH:32]=[C:31]([NH:44][C:45]2[CH:50]=[CH:49][C:48]([N:51]3[CH2:56][CH2:55][N:54]([CH:57]4[CH2:60][O:59][CH2:58]4)[CH2:53][C@@H:52]3[CH3:61])=[CH:47][N:46]=2)[C:30]1=[O:62].C([O-])(=O)C.[K+]. The product is [CH3:28][N:29]1[C:30](=[O:62])[C:31]([NH:44][C:45]2[CH:50]=[CH:49][C:48]([N:51]3[CH2:56][CH2:55][N:54]([CH:57]4[CH2:58][O:59][CH2:60]4)[CH2:53][C@@H:52]3[CH3:61])=[CH:47][N:46]=2)=[CH:32][C:33]([C:5]2[CH:10]=[CH:9][N:8]=[C:7]([N:11]3[C:23](=[O:24])[C:22]4[N:14]([C:15]5[C@@H:16]6[CH2:25][C@H:19]([C:20]=5[CH:21]=4)[CH2:18][CH2:17]6)[CH2:13][CH2:12]3)[C:6]=2[CH:26]=[O:27])=[CH:34]1.